Predict the product of the given reaction. From a dataset of Forward reaction prediction with 1.9M reactions from USPTO patents (1976-2016). (1) Given the reactants [Br:1][C:2]1[CH:7]=[CH:6][C:5]([OH:8])=[C:4]([F:9])[C:3]=1[F:10].C(=O)([O-])[O-].[K+].[K+].[CH3:17][C:18]([CH3:20])=[O:19], predict the reaction product. The product is: [Br:1][C:2]1[CH:7]=[CH:6][C:5]([O:8][CH2:17][CH:18]2[CH2:20][O:19]2)=[C:4]([F:9])[C:3]=1[F:10]. (2) Given the reactants [ClH:1].C(OC([NH:9][CH:10]1[CH2:13][N:12]([C:14]2[N:19]=[CH:18][C:17]([C:20]([O:22][CH2:23][CH3:24])=[O:21])=[CH:16][N:15]=2)[CH2:11]1)=O)(C)(C)C, predict the reaction product. The product is: [ClH:1].[NH2:9][CH:10]1[CH2:11][N:12]([C:14]2[N:19]=[CH:18][C:17]([C:20]([O:22][CH2:23][CH3:24])=[O:21])=[CH:16][N:15]=2)[CH2:13]1. (3) Given the reactants C(OC([N:8]1[CH2:13][CH2:12][N:11]([C:14]2[CH:19]=[CH:18][C:17]([C:20]3[NH:42][C:23]4=[N:24][CH:25]=[C:26]([Br:41])[C:27]([N:28]5[CH2:33][CH2:32][N:31]([CH2:34][C:35]6[N:36]=[C:37]([CH3:40])[S:38][CH:39]=6)[CH2:30][CH2:29]5)=[C:22]4[N:21]=3)=[CH:16][CH:15]=2)[CH2:10][CH2:9]1)=O)(C)(C)C.C(O)(C(F)(F)F)=O, predict the reaction product. The product is: [Br:41][C:26]1[C:27]([N:28]2[CH2:29][CH2:30][N:31]([CH2:34][C:35]3[N:36]=[C:37]([CH3:40])[S:38][CH:39]=3)[CH2:32][CH2:33]2)=[C:22]2[N:21]=[C:20]([C:17]3[CH:18]=[CH:19][C:14]([N:11]4[CH2:10][CH2:9][NH:8][CH2:13][CH2:12]4)=[CH:15][CH:16]=3)[NH:42][C:23]2=[N:24][CH:25]=1. (4) Given the reactants [C:1]([C:5]1[CH:10]=[CH:9][CH:8]=[CH:7][C:6]=1[O:11][CH2:12][C:13]#[CH:14])([CH3:4])([CH3:3])[CH3:2].[Cl:15]N1C(=O)CCC1=O, predict the reaction product. The product is: [C:1]([C:5]1[CH:10]=[CH:9][CH:8]=[CH:7][C:6]=1[O:11][CH2:12][C:13]#[C:14][Cl:15])([CH3:4])([CH3:3])[CH3:2]. (5) Given the reactants CO[C:3]1[CH:8]=[CH:7][CH:6]=[CH:5][C:4]=1[CH:9]=[CH:10][C:11]([C:13]1[CH:18]=[CH:17][CH:16]=[CH:15][CH:14]=1)=[O:12].[C-]#N.[Na+].CS(C)=[O:24].C(Cl)(Cl)Cl, predict the reaction product. The product is: [OH:24][C:7]1[CH:6]=[CH:5][C:4]([CH:9]=[CH:10][C:11]([C:13]2[CH:18]=[CH:17][CH:16]=[CH:15][CH:14]=2)=[O:12])=[CH:3][CH:8]=1. (6) Given the reactants [C:1](=[O:4])([O-])[O-].[Na+].[Na+].[CH:7]([OH:11])(O)[CH2:8][CH3:9].[N:12]1[CH:17]=[CH:16][CH:15]=[C:14](B(O)O)[CH:13]=1.O, predict the reaction product. The product is: [N:12]1[CH:17]=[CH:16][CH:15]=[C:14]([C:14]2[CH:13]=[C:8]([CH:9]=[CH:16][C:15]=2[O:4][CH3:1])[CH:7]=[O:11])[CH:13]=1. (7) Given the reactants [N+:1]([C:4]1[CH:9]=[C:8]([CH:10]2[O:15][CH2:14][CH2:13][N:12]([CH2:16][CH2:17][CH3:18])[CH2:11]2)[CH:7]=[CH:6][C:5]=1[OH:19])([O-])=O.C([O-])=O.[NH4+], predict the reaction product. The product is: [NH2:1][C:4]1[CH:9]=[C:8]([CH:10]2[O:15][CH2:14][CH2:13][N:12]([CH2:16][CH2:17][CH3:18])[CH2:11]2)[CH:7]=[CH:6][C:5]=1[OH:19]. (8) Given the reactants [O:1]=[S:2]1(=[O:51])[CH2:7][CH2:6][N:5]([CH2:8][CH2:9][NH:10][C@:11]23[CH2:46][CH2:45][C@@H:44]([CH:47]([CH3:50])[CH2:48]O)[C@@H:12]2[C@@H:13]2[C@@:26]([CH3:29])([CH2:27][CH2:28]3)[C@@:25]3([CH3:30])[C@@H:16]([C@:17]4([CH3:43])[C@@H:22]([CH2:23][CH2:24]3)[C:21]([CH3:32])([CH3:31])[C:20]([C:33]3[CH:42]=[CH:41][C:36]([C:37]([O:39][CH3:40])=[O:38])=[CH:35][CH:34]=3)=[CH:19][CH2:18]4)[CH2:15][CH2:14]2)[CH2:4][CH2:3]1.CCN(S(F)(F)[F:58])CC.C(O)(C(F)(F)F)=O, predict the reaction product. The product is: [O:1]=[S:2]1(=[O:51])[CH2:7][CH2:6][N:5]([CH2:8][CH2:9][NH:10][C@:11]23[CH2:46][CH2:45][C@@H:44]([CH:47]([CH3:50])[CH2:48][F:58])[C@@H:12]2[C@@H:13]2[C@@:26]([CH3:29])([CH2:27][CH2:28]3)[C@@:25]3([CH3:30])[C@@H:16]([C@:17]4([CH3:43])[C@@H:22]([CH2:23][CH2:24]3)[C:21]([CH3:32])([CH3:31])[C:20]([C:33]3[CH:42]=[CH:41][C:36]([C:37]([O:39][CH3:40])=[O:38])=[CH:35][CH:34]=3)=[CH:19][CH2:18]4)[CH2:15][CH2:14]2)[CH2:4][CH2:3]1. (9) The product is: [Cl:25][C:26]1[CH:34]=[C:30]([C:31]([NH:16][C@H:11]2[CH2:12][C:13](=[O:47])[N:15]([CH3:14])[CH2:10]2)=[O:33])[CH:29]=[N:28][C:27]=1[Cl:35]. Given the reactants CN(C(ON1N=[N:16][C:11]2[CH:12]=[CH:13][CH:14]=[N:15][C:10]1=2)=[N+](C)C)C.F[P-](F)(F)(F)(F)F.[Cl:25][C:26]1[C:27]([Cl:35])=[N:28][CH:29]=[C:30]([CH:34]=1)[C:31]([OH:33])=O.CCN(C(C)C)C(C)C.CC(N(C)C)=[O:47], predict the reaction product.